From a dataset of Full USPTO retrosynthesis dataset with 1.9M reactions from patents (1976-2016). Predict the reactants needed to synthesize the given product. (1) Given the product [C:30]([C:27]1[CH:28]=[CH:29][C:24]([NH:23][CH2:22][C:20]2[N:19]([CH3:32])[C:18]3[CH:33]=[CH:34][C:15]([C:13]([N:6]([C:7]4[CH:8]=[CH:9][CH:10]=[CH:11][CH:12]=4)[CH2:5][CH2:4][C:3]([OH:35])=[O:2])=[O:14])=[CH:16][C:17]=3[N:21]=2)=[CH:25][CH:26]=1)#[N:31], predict the reactants needed to synthesize it. The reactants are: C[O:2][C:3](=[O:35])[CH2:4][CH2:5][N:6]([C:13]([C:15]1[CH:34]=[CH:33][C:18]2[N:19]([CH3:32])[C:20]([CH2:22][NH:23][C:24]3[CH:29]=[CH:28][C:27]([C:30]#[N:31])=[CH:26][CH:25]=3)=[N:21][C:17]=2[CH:16]=1)=[O:14])[C:7]1[CH:12]=[CH:11][CH:10]=[CH:9][CH:8]=1.[OH-].[Na+].CO. (2) Given the product [CH:1]([NH:4][C:5]1[C:10]2[C:11]([C:14]3[CH:15]=[C:16]([C:17]([N:19]4[CH2:20][CH2:46][O:45][CH2:42][CH2:21]4)=[O:18])[CH:22]=[CH:23][N:24]=3)=[N:12][NH:13][C:9]=2[CH:8]=[CH:7][N:6]=1)([CH3:3])[CH3:2], predict the reactants needed to synthesize it. The reactants are: [CH:1]([NH:4][C:5]1[C:10]2[C:11]([C:14]3[CH:15]=[C:16]([CH:22]=[CH:23][N:24]=3)[C:17]([N:19]([CH3:21])[CH3:20])=[O:18])=[N:12][NH:13][C:9]=2[CH:8]=[CH:7][N:6]=1)([CH3:3])[CH3:2].C(NC1C2C(C3C=C(C=CN=3)C(O)=O)=NN(CC3C=C[C:42]([O:45][CH3:46])=CC=3)C=2C=CN=1)(C)C.N1CCOCC1.